Task: Predict the reactants needed to synthesize the given product.. Dataset: Full USPTO retrosynthesis dataset with 1.9M reactions from patents (1976-2016) Given the product [I:11][C:9]1[CH:8]=[CH:7][C:5]([NH:6][S:21]([CH3:20])(=[O:23])=[O:22])=[C:4]([CH:10]=1)[C:3]([O:2][CH3:1])=[O:12], predict the reactants needed to synthesize it. The reactants are: [CH3:1][O:2][C:3](=[O:12])[C:4]1[C:5](=[CH:7][CH:8]=[C:9]([I:11])[CH:10]=1)[NH2:6].C(N(CC)CC)C.[CH3:20][S:21](Cl)(=[O:23])=[O:22].